From a dataset of Tyrosyl-DNA phosphodiesterase HTS with 341,365 compounds. Binary Classification. Given a drug SMILES string, predict its activity (active/inactive) in a high-throughput screening assay against a specified biological target. (1) The drug is S(=O)(=O)(N1CCOCC1)c1cc(ccc1)COc1c(cccc1)C#N. The result is 0 (inactive). (2) The result is 0 (inactive). The drug is S(=O)(=O)(N1CCCCC1)c1cc(C(=O)NC2CC(NC(C2)(C)C)(C)C)ccc1C. (3) The drug is O(c1c(c2n(c3c(n2)c[n+](cc3)CC(=O)c2ccc(OC)cc2)C)ccc(OC)c1)C. The result is 0 (inactive). (4) The molecule is Clc1c(N2CCN(S(=O)(=O)N(C)C)CC2)cccc1. The result is 0 (inactive). (5) The molecule is Clc1c(c2noc(c2C(OC)=O)/C(=C\N(C)C)C(=O)C(OCC)=O)cccc1. The result is 0 (inactive).